Task: Predict the reactants needed to synthesize the given product.. Dataset: Full USPTO retrosynthesis dataset with 1.9M reactions from patents (1976-2016) (1) The reactants are: [CH3:1][O:2][C:3]1[CH:4]=[C:5]2[C:9](=[CH:10][C:11]=1[O:12][CH3:13])[CH2:8][N:7]([C:14]1[C:15]([CH3:34])=[C:16]([CH3:33])[C:17]3[O:21][C:20]([CH3:23])([CH3:22])[CH:19]([C:24]4[CH:29]=[CH:28][C:27]([CH3:30])=[CH:26][CH:25]=4)[C:18]=3[C:31]=1[CH3:32])[CH2:6]2.[BrH:35]. Given the product [BrH:35].[CH3:1][O:2][C:3]1[CH:4]=[C:5]2[C:9](=[CH:10][C:11]=1[O:12][CH3:13])[CH2:8][N:7]([C:14]1[C:15]([CH3:34])=[C:16]([CH3:33])[C:17]3[O:21][C:20]([CH3:23])([CH3:22])[CH:19]([C:24]4[CH:25]=[CH:26][C:27]([CH3:30])=[CH:28][CH:29]=4)[C:18]=3[C:31]=1[CH3:32])[CH2:6]2, predict the reactants needed to synthesize it. (2) Given the product [Br:1][C:2]1[C:10]([O:11][CH3:12])=[CH:9][CH:8]=[C:7]2[C:3]=1[CH:4]=[N:5][N:6]2[CH2:14][C:15]([O:17][CH2:18][CH3:19])=[O:16], predict the reactants needed to synthesize it. The reactants are: [Br:1][C:2]1[C:10]([O:11][CH3:12])=[CH:9][CH:8]=[C:7]2[C:3]=1[CH:4]=[N:5][NH:6]2.Br[CH2:14][C:15]([O:17][CH2:18][CH3:19])=[O:16].C(=O)([O-])[O-].[K+].[K+].CN(C)C=O. (3) Given the product [Cl:1][C:2]1[CH:3]=[C:4]([NH:10][C:11](=[O:12])[CH2:13][CH:14]([CH3:19])[CH2:15][C:16]([NH:20][C:21]2[CH:22]=[C:23]3[C:28](=[CH:29][CH:30]=2)[N:27]([CH:31]([CH3:33])[CH3:32])[C:26](=[O:34])[N:25]([CH2:35][CH:36]2[CH2:38][CH2:37]2)[C:24]3=[O:39])=[O:18])[CH:5]=[CH:6][C:7]=1[C:8]#[N:9], predict the reactants needed to synthesize it. The reactants are: [Cl:1][C:2]1[CH:3]=[C:4]([NH:10][C:11]([CH2:13][CH:14]([CH3:19])[CH2:15][C:16]([OH:18])=O)=[O:12])[CH:5]=[CH:6][C:7]=1[C:8]#[N:9].[NH2:20][C:21]1[CH:22]=[C:23]2[C:28](=[CH:29][CH:30]=1)[N:27]([CH:31]([CH3:33])[CH3:32])[C:26](=[O:34])[N:25]([CH2:35][CH:36]1[CH2:38][CH2:37]1)[C:24]2=[O:39].C(P1(=O)OP(CCC)(=O)OP(CCC)(=O)O1)CC.CCN(C(C)C)C(C)C.